Task: Regression. Given a peptide amino acid sequence and an MHC pseudo amino acid sequence, predict their binding affinity value. This is MHC class II binding data.. Dataset: Peptide-MHC class II binding affinity with 134,281 pairs from IEDB (1) The MHC is H-2-IAs with pseudo-sequence H-2-IAs. The binding affinity (normalized) is 0.729. The peptide sequence is AAATAGTTVYGAFAA. (2) The peptide sequence is YDKFLANVSTVLGGK. The MHC is DRB3_0202 with pseudo-sequence DRB3_0202. The binding affinity (normalized) is 0.999. (3) The peptide sequence is TVWAQSADFPQFKPE. The MHC is HLA-DQA10201-DQB10202 with pseudo-sequence HLA-DQA10201-DQB10202. The binding affinity (normalized) is 0.259.